This data is from Full USPTO retrosynthesis dataset with 1.9M reactions from patents (1976-2016). The task is: Predict the reactants needed to synthesize the given product. (1) Given the product [OH:11][C:6]1[CH:7]=[CH:8][CH:9]=[C:10]2[C:5]=1[CH2:4][CH2:3][N:2]([C:23]([O:22][C:19]([CH3:21])([CH3:20])[CH3:18])=[O:24])[CH2:1]2, predict the reactants needed to synthesize it. The reactants are: [CH2:1]1[C:10]2[CH:9]=[CH:8][CH:7]=[C:6]([OH:11])[C:5]=2[CH2:4][CH2:3][NH:2]1.C([O-])([O-])=O.[Na+].[Na+].[CH3:18][C:19]([O:22][C:23](O[C:23]([O:22][C:19]([CH3:21])([CH3:20])[CH3:18])=[O:24])=[O:24])([CH3:21])[CH3:20]. (2) Given the product [Cl:19][C:20]1[CH:21]=[C:22]([NH:35][C:36]2[CH:41]=[CH:40][CH:39]=[CH:38][C:37]=2[NH:42][C:43](=[O:49])[CH2:44][CH2:45][C:46]([NH:61][CH2:60][CH2:59][CH2:58][CH2:57][O:50][C:51]2[CH:56]=[CH:55][CH:54]=[CH:53][CH:52]=2)=[O:47])[CH:23]=[CH:24][C:25]=1[C:26](=[O:34])[C:27]1[CH:32]=[CH:31][CH:30]=[CH:29][C:28]=1[CH3:33], predict the reactants needed to synthesize it. The reactants are: [Cl-].COC1N=C(OC)N=C([N+]2(C)CCOCC2)N=1.[Cl:19][C:20]1[CH:21]=[C:22]([NH:35][C:36]2[CH:41]=[CH:40][CH:39]=[CH:38][C:37]=2[NH:42][C:43](=[O:49])[CH2:44][CH2:45][C:46](O)=[O:47])[CH:23]=[CH:24][C:25]=1[C:26](=[O:34])[C:27]1[CH:32]=[CH:31][CH:30]=[CH:29][C:28]=1[CH3:33].[O:50]([CH2:57][CH2:58][CH2:59][CH2:60][NH2:61])[C:51]1[CH:56]=[CH:55][CH:54]=[CH:53][CH:52]=1.Cl. (3) Given the product [CH2:9]([O:11][C:12]([CH:14]1[CH2:19][N:18]([CH3:1])[C:17]2[CH:20]=[C:21]([Cl:26])[C:22]([O:24][CH3:25])=[CH:23][C:16]=2[O:15]1)=[O:13])[CH3:10], predict the reactants needed to synthesize it. The reactants are: [C:1]([O-])([O-])=O.[K+].[K+].CI.[CH2:9]([O:11][C:12]([CH:14]1[CH2:19][NH:18][C:17]2[CH:20]=[C:21]([Cl:26])[C:22]([O:24][CH3:25])=[CH:23][C:16]=2[O:15]1)=[O:13])[CH3:10].